From a dataset of Peptide-MHC class I binding affinity with 185,985 pairs from IEDB/IMGT. Regression. Given a peptide amino acid sequence and an MHC pseudo amino acid sequence, predict their binding affinity value. This is MHC class I binding data. (1) The peptide sequence is RRLLGTFTW. The MHC is HLA-B48:01 with pseudo-sequence HLA-B48:01. The binding affinity (normalized) is 0.0847. (2) The peptide sequence is NRRRRTAGM. The MHC is HLA-B08:01 with pseudo-sequence HLA-B08:01. The binding affinity (normalized) is 0.575. (3) The peptide sequence is EDFEIFYNL. The MHC is HLA-B53:01 with pseudo-sequence HLA-B53:01. The binding affinity (normalized) is 0.213. (4) The peptide sequence is ALPPRAYAM. The MHC is HLA-A29:02 with pseudo-sequence HLA-A29:02. The binding affinity (normalized) is 0.235. (5) The peptide sequence is FAAAQQRGPR. The MHC is Mamu-B8301 with pseudo-sequence Mamu-B8301. The binding affinity (normalized) is 0.235. (6) The peptide sequence is YSDPLALKEF. The MHC is HLA-B53:01 with pseudo-sequence HLA-B53:01. The binding affinity (normalized) is 0.158.